From a dataset of Forward reaction prediction with 1.9M reactions from USPTO patents (1976-2016). Predict the product of the given reaction. (1) Given the reactants [C:1]1(/[CH:7]=[CH:8]/C2C=CC=CC=2)[CH:6]=[CH:5][CH:4]=[CH:3][CH:2]=1.C1(S)C=CC=CC=1.C([O-])([O-])=[O:23].[K+].[K+].[OH-].[Na+].[CH3:30][N:31]1[C:35](=[O:36])[CH2:34][CH2:33][CH2:32]1, predict the reaction product. The product is: [OH:23][C:4]1[CH:5]=[CH:6][C:1](/[CH:7]=[CH:8]/[C:32]2[CH:33]=[CH:34][C:35]([OH:36])=[N:31][CH:30]=2)=[CH:2][CH:3]=1. (2) Given the reactants [Br:1][C:2]1[CH:3]=[C:4](N)[C:5]([CH3:8])=[N:6][CH:7]=1.Cl.[O:11]1CCO[CH2:13][CH2:12]1.N(OCCC(C)C)=O, predict the reaction product. The product is: [Br:1][C:2]1[CH:3]=[C:4]([O:11][CH2:12][CH3:13])[C:5]([CH3:8])=[N:6][CH:7]=1. (3) Given the reactants [C:1]1([C:7]([CH3:27])([CH2:13][N:14]([CH3:26])[C:15]([NH:17][C:18]([CH3:25])([CH2:20][C:21]([CH3:24])([CH3:23])[CH3:22])[CH3:19])=[O:16])[C:8](OCC)=[O:9])[CH2:6][CH2:5][CH2:4][CH2:3][CH:2]=1.CC([O-])(C)C.[K+], predict the reaction product. The product is: [C:1]1([C:7]2([CH3:27])[CH2:13][N:14]([CH3:26])[C:15](=[O:16])[N:17]([C:18]([CH3:19])([CH2:20][C:21]([CH3:23])([CH3:24])[CH3:22])[CH3:25])[C:8]2=[O:9])[CH2:6][CH2:5][CH2:4][CH2:3][CH:2]=1.